Dataset: Reaction yield outcomes from USPTO patents with 853,638 reactions. Task: Predict the reaction yield, written as a fraction of the theoretical maximum amount of product (1.0 means a 100% yield; for example, 0.34 means a 34% yield). (1) The reactants are [H-].[Na+].[C:3]([O:7][CH3:8])(=[O:6])[CH2:4][OH:5].Cl[C:10]([C:14]([CH3:17])([CH3:16])[CH3:15])=[CH:11][C:12]#[N:13].O. The catalyst is COCCOC. The product is [NH2:13][C:12]1[CH:11]=[C:10]([C:14]([CH3:17])([CH3:16])[CH3:15])[O:5][C:4]=1[C:3]([O:7][CH3:8])=[O:6]. The yield is 0.170. (2) The reactants are [CH3:1][O:2][C:3]1[CH:8]=[CH:7][CH:6]=[CH:5][C:4]=1[N:9]1[CH2:14][CH2:13][N:12]([CH2:15][CH2:16][CH:17]=O)[CH2:11][CH2:10]1.[CH2:19]([NH:22][CH:23]1[CH2:31][CH2:30][C:26]2[N:27]=[CH:28][S:29][C:25]=2[CH2:24]1)[CH2:20]C. No catalyst specified. The product is [CH2:19]([N:22]([CH2:17][CH2:16][CH2:15][N:12]1[CH2:13][CH2:14][N:9]([C:4]2[CH:5]=[CH:6][CH:7]=[CH:8][C:3]=2[O:2][CH3:1])[CH2:10][CH2:11]1)[CH:23]1[CH2:31][CH2:30][C:26]2[N:27]=[CH:28][S:29][C:25]=2[CH2:24]1)[CH3:20]. The yield is 0.100.